From a dataset of Reaction yield outcomes from USPTO patents with 853,638 reactions. Predict the reaction yield, written as a fraction of the theoretical maximum amount of product (1.0 means a 100% yield; for example, 0.34 means a 34% yield). (1) The reactants are [C:1]1([OH:7])[CH:6]=[CH:5][CH:4]=[CH:3][CH:2]=1.C(=O)([O-])[O-].[K+].[K+].Br[CH2:15][CH2:16][CH2:17][CH2:18][CH3:19]. The catalyst is CC(C)=O. The product is [CH2:15]([O:7][C:1]1[CH:6]=[CH:5][CH:4]=[CH:3][CH:2]=1)[CH2:16][CH2:17][CH2:18][CH3:19]. The yield is 0.900. (2) The reactants are [OH:1][C:2]1[C:11]2[C:6](=[CH:7][CH:8]=[CH:9][CH:10]=2)[C@@:5]([CH3:17])([CH2:12][CH2:13][CH:14]([CH3:16])[CH3:15])[C:4](=[O:18])[C:3]=1[C:19]1[NH:24][C:23]2[CH:25]=[CH:26][C:27]([NH:29][S:30]([C:33]3[C:42]4[C:37](=[CH:38][CH:39]=[CH:40][CH:41]=4)[CH:36]=[CH:35][CH:34]=3)(=[O:32])=[O:31])=[CH:28][C:22]=2[S:21](=[O:44])(=[O:43])[N:20]=1.[OH-].[Na+:46]. The catalyst is O. The product is [CH3:17][C@@:5]1([CH2:12][CH2:13][CH:14]([CH3:16])[CH3:15])[C:6]2[C:11](=[CH:10][CH:9]=[CH:8][CH:7]=2)[C:2]([O-:1])=[C:3]([C:19]2[NH:24][C:23]3[CH:25]=[CH:26][C:27]([NH:29][S:30]([C:33]4[C:42]5[C:37](=[CH:38][CH:39]=[CH:40][CH:41]=5)[CH:36]=[CH:35][CH:34]=4)(=[O:32])=[O:31])=[CH:28][C:22]=3[S:21](=[O:44])(=[O:43])[N:20]=2)[C:4]1=[O:18].[Na+:46]. The yield is 0.680. (3) The catalyst is CO. The reactants are C[O:2][C:3]([C:5]1([C:8]2[CH:9]=[CH:10][C:11]3[O:15][CH2:14][C:13]([CH3:17])([CH3:16])[C:12]=3[CH:18]=2)[CH2:7][CH2:6]1)=[O:4].[Li+].[OH-].Cl. The yield is 0.410. The product is [CH3:16][C:13]1([CH3:17])[C:12]2[CH:18]=[C:8]([C:5]3([C:3]([OH:4])=[O:2])[CH2:6][CH2:7]3)[CH:9]=[CH:10][C:11]=2[O:15][CH2:14]1. (4) The reactants are [NH2:1][C:2]1[CH:7]=[CH:6][C:5]([C:8]2[C:13]3[C:14]([NH2:17])=[N:15][O:16][C:12]=3[CH:11]=[CH:10][CH:9]=2)=[CH:4][CH:3]=1.[N-:18]=[C:19]=[O:20].[Na+]. The catalyst is CC(O)=O.O. The product is [NH2:17][C:14]1[C:13]2[C:8]([C:5]3[CH:4]=[CH:3][C:2]([NH:1][C:19]([NH2:18])=[O:20])=[CH:7][CH:6]=3)=[CH:9][CH:10]=[CH:11][C:12]=2[O:16][N:15]=1. The yield is 0.650. (5) The yield is 0.810. The reactants are [CH3:1][O:2][C:3]1[CH:4]=[C:5]2[C:9](=[C:10]([CH3:12])[CH:11]=1)[NH:8][CH:7]=[C:6]2[CH:13]1[CH2:18][CH2:17][N:16]([CH3:19])[CH2:15][CH2:14]1.[CH2:20](Br)[C:21]1[CH:26]=[CH:25][CH:24]=[CH:23][CH:22]=1.[H-].[K+].C1OCCOCCOCCOCCOCCOC1. The product is [CH2:20]([N:8]1[C:9]2[C:5](=[CH:4][C:3]([O:2][CH3:1])=[CH:11][C:10]=2[CH3:12])[C:6]([CH:13]2[CH2:14][CH2:15][N:16]([CH3:19])[CH2:17][CH2:18]2)=[CH:7]1)[C:21]1[CH:26]=[CH:25][CH:24]=[CH:23][CH:22]=1. The catalyst is C1COCC1. (6) The reactants are Br[C:2]1[CH:7]=[CH:6][CH:5]=[C:4]([Cl:8])[C:3]=1[CH3:9].[B:10](OC(C)C)([O:15]C(C)C)[O:11]C(C)C. The product is [Cl:8][C:4]1[C:3]([CH3:9])=[C:2]([B:10]([OH:15])[OH:11])[CH:7]=[CH:6][CH:5]=1. The catalyst is C1COCC1. The yield is 0.610. (7) The reactants are [CH3:1][C:2]1[CH:10]=[CH:9][CH:8]=[C:7]([CH3:11])[C:3]=1[C:4]([OH:6])=O.CN(C(ON1N=NC2C=CC=CC1=2)=[N+](C)C)C.[B-](F)(F)(F)F.[CH3:34][NH:35][C:36]1[N:41]=[C:40]([CH2:42][CH2:43][CH2:44][C:45]2[S:49][C:48]([CH2:50][C@@H:51]([C:53]([O:55]C)=[O:54])[NH2:52])=[CH:47][CH:46]=2)[CH:39]=[CH:38][CH:37]=1. The catalyst is CN(C=O)C.[OH-].[Na+]. The product is [CH3:11][C:7]1[CH:8]=[CH:9][CH:10]=[C:2]([CH3:1])[C:3]=1[C:4]([NH:52][C@H:51]([C:53]([OH:55])=[O:54])[CH2:50][C:48]1[S:49][C:45]([CH2:44][CH2:43][CH2:42][C:40]2[CH:39]=[CH:38][CH:37]=[C:36]([NH:35][CH3:34])[N:41]=2)=[CH:46][CH:47]=1)=[O:6]. The yield is 0.590.